This data is from Retrosynthesis with 50K atom-mapped reactions and 10 reaction types from USPTO. The task is: Predict the reactants needed to synthesize the given product. (1) Given the product CC(=O)N1c2ccc(Br)nc2N(C(=O)Nc2ccc(F)cc2)C[C@@H]1C, predict the reactants needed to synthesize it. The reactants are: CC(=O)N1c2ccc(Br)nc2NC[C@@H]1C.O=C=Nc1ccc(F)cc1. (2) The reactants are: CI.O=C(Nc1ccn(Cc2ccc(O)cc2Cl)n1)c1c(F)cccc1F. Given the product COc1ccc(Cn2ccc(NC(=O)c3c(F)cccc3F)n2)c(Cl)c1, predict the reactants needed to synthesize it. (3) Given the product CS(=O)(=O)c1ccc(C2=C(c3ccc(Br)cn3)C(=O)CC2)cc1, predict the reactants needed to synthesize it. The reactants are: CS(=O)(=O)c1ccc(C2=C(Br)C(=O)CC2)cc1.C[Sn](C)(C)c1ccc(Br)cn1. (4) Given the product CC(C)(O)c1c(F)cncc1-c1cc2cc(C#N)ccc2o1, predict the reactants needed to synthesize it. The reactants are: CC(=O)c1c(F)cncc1-c1cc2cc(C#N)ccc2o1.C[Mg+]. (5) The reactants are: C=C(F)CN.O=C(O)Cn1ccnc1[N+](=O)[O-]. Given the product C=C(F)CNC(=O)Cn1ccnc1[N+](=O)[O-], predict the reactants needed to synthesize it. (6) Given the product CC(C)[C@@H](C(=O)O)N1Cc2ccc(-c3ccc(NC(=O)c4ccc(F)c(F)c4)cc3)cc2C1=O, predict the reactants needed to synthesize it. The reactants are: COC(=O)[C@H](C(C)C)N1Cc2ccc(-c3ccc(NC(=O)c4ccc(F)c(F)c4)cc3)cc2C1=O. (7) Given the product CCCCCCCCCCCCCCCC(=O)OC(CCCCCCCCCCCCCCC)CC(=O)N[C@H](C(=O)N[C@H](C(=O)O)[C@@H](C)O)[C@@H](C)O, predict the reactants needed to synthesize it. The reactants are: CCCCCCCCCCCCCCCC(=O)OC(CCCCCCCCCCCCCCC)CC(=O)O.C[C@@H](O)[C@H](N)C(=O)N[C@H](C(=O)O)[C@@H](C)O.